Task: Regression. Given two drug SMILES strings and cell line genomic features, predict the synergy score measuring deviation from expected non-interaction effect.. Dataset: NCI-60 drug combinations with 297,098 pairs across 59 cell lines (1) Drug 1: CN(CCCl)CCCl.Cl. Drug 2: COC1=C2C(=CC3=C1OC=C3)C=CC(=O)O2. Cell line: MCF7. Synergy scores: CSS=3.70, Synergy_ZIP=-4.26, Synergy_Bliss=-2.83, Synergy_Loewe=-6.18, Synergy_HSA=-2.62. (2) Drug 1: CCC1=CC2CC(C3=C(CN(C2)C1)C4=CC=CC=C4N3)(C5=C(C=C6C(=C5)C78CCN9C7C(C=CC9)(C(C(C8N6C)(C(=O)OC)O)OC(=O)C)CC)OC)C(=O)OC.C(C(C(=O)O)O)(C(=O)O)O. Drug 2: C1CNP(=O)(OC1)N(CCCl)CCCl. Cell line: SF-268. Synergy scores: CSS=29.3, Synergy_ZIP=5.53, Synergy_Bliss=7.28, Synergy_Loewe=-35.5, Synergy_HSA=6.27.